This data is from Full USPTO retrosynthesis dataset with 1.9M reactions from patents (1976-2016). The task is: Predict the reactants needed to synthesize the given product. The reactants are: O.[NH:2]1[CH2:7][CH2:6][C:5](=O)[CH2:4][CH2:3]1.Cl.Cl.[CH3:11][O:12][NH2:13].C(=O)([O-])[O-].[K+].[K+]. Given the product [CH3:11][O:12][N:13]=[C:5]1[CH2:6][CH2:7][NH:2][CH2:3][CH2:4]1, predict the reactants needed to synthesize it.